This data is from NCI-60 drug combinations with 297,098 pairs across 59 cell lines. The task is: Regression. Given two drug SMILES strings and cell line genomic features, predict the synergy score measuring deviation from expected non-interaction effect. (1) Drug 1: C(CC(=O)O)C(=O)CN.Cl. Drug 2: C1CNP(=O)(OC1)N(CCCl)CCCl. Cell line: RPMI-8226. Synergy scores: CSS=27.9, Synergy_ZIP=-8.58, Synergy_Bliss=-4.34, Synergy_Loewe=-12.9, Synergy_HSA=-3.80. (2) Drug 1: C1=CC(=CC=C1CCCC(=O)O)N(CCCl)CCCl. Drug 2: C1=NC2=C(N1)C(=S)N=C(N2)N. Cell line: HOP-92. Synergy scores: CSS=32.2, Synergy_ZIP=-11.4, Synergy_Bliss=-3.10, Synergy_Loewe=-10.3, Synergy_HSA=0.660. (3) Drug 1: CC12CCC(CC1=CCC3C2CCC4(C3CC=C4C5=CN=CC=C5)C)O. Drug 2: CC1=C2C(C(=O)C3(C(CC4C(C3C(C(C2(C)C)(CC1OC(=O)C(C(C5=CC=CC=C5)NC(=O)C6=CC=CC=C6)O)O)OC(=O)C7=CC=CC=C7)(CO4)OC(=O)C)O)C)OC(=O)C. Cell line: A498. Synergy scores: CSS=23.3, Synergy_ZIP=4.42, Synergy_Bliss=15.0, Synergy_Loewe=-9.13, Synergy_HSA=13.1.